Predict the reactants needed to synthesize the given product. From a dataset of Full USPTO retrosynthesis dataset with 1.9M reactions from patents (1976-2016). (1) Given the product [CH3:27][N:28]([CH3:29])[CH2:30][C:31]([NH:2][C@H:3]1[CH2:8][CH2:7][CH2:6][N:5]([C:9]([C:11]2[S:12][C:13]([C:16]3[C:20]([CH3:21])=[C:19]([C:22]([F:25])([F:24])[F:23])[O:18][N:17]=3)=[CH:14][CH:15]=2)=[O:10])[CH2:4]1)=[O:32], predict the reactants needed to synthesize it. The reactants are: Cl.[NH2:2][C@H:3]1[CH2:8][CH2:7][CH2:6][N:5]([C:9]([C:11]2[S:12][C:13]([C:16]3[C:20]([CH3:21])=[C:19]([C:22]([F:25])([F:24])[F:23])[O:18][N:17]=3)=[CH:14][CH:15]=2)=[O:10])[CH2:4]1.Cl.[CH3:27][N:28]([CH2:30][C:31](Cl)=[O:32])[CH3:29].C(N(CC)CC)C. (2) Given the product [ClH:26].[NH2:5][C:6]1[N:14]=[C:13]([NH2:15])[CH:12]=[CH:11][C:7]=1[C:8]([OH:10])=[O:9], predict the reactants needed to synthesize it. The reactants are: CC(C)(C)C([NH:5][C:6]1[N:14]=[C:13]([NH:15]C(=O)C(C)(C)C)[CH:12]=[CH:11][C:7]=1[C:8]([OH:10])=[O:9])=O.[OH-].[Na+].[ClH:26]. (3) The reactants are: [C:1]([O-:22])(=O)[CH2:2][CH2:3][CH2:4][CH2:5][CH2:6][CH2:7][CH2:8][CH2:9][CH2:10]/[CH:11]=[CH:12]\[CH2:13]/[CH:14]=[CH:15]\[CH2:16][CH2:17][CH2:18][CH2:19][CH3:20].Cl.[CH3:24][NH:25][O:26][CH3:27].O.ON1C2C=CC=CC=2N=C1.C(N(CC)CC)C.Cl.C(N=C=NCCCN(C)C)C. Given the product [CH3:27][O:26][N:25]([CH3:24])[C:1](=[O:22])[CH2:2][CH2:3][CH2:4][CH2:5][CH2:6][CH2:7][CH2:8][CH2:9][CH2:10]/[CH:11]=[CH:12]\[CH2:13]/[CH:14]=[CH:15]\[CH2:16][CH2:17][CH2:18][CH2:19][CH3:20], predict the reactants needed to synthesize it. (4) Given the product [CH3:73][N:72]([CH3:74])[CH2:71][CH2:70][NH:69][S:66]([C:62]1[CH:63]=[CH:64][CH:65]=[C:60]([NH:10][C:7]2[N:8]=[CH:9][C:4]([N+:1]([O-:3])=[O:2])=[CH:5][N:6]=2)[CH:61]=1)(=[O:67])=[O:68], predict the reactants needed to synthesize it. The reactants are: [N+:1]([C:4]1[CH:5]=[N:6][C:7]([NH2:10])=[N:8][CH:9]=1)([O-:3])=[O:2].C([O-])([O-])=O.[Cs+].[Cs+].CC1(C)C2C(=C(P(C3C=CC=CC=3)C3C=CC=CC=3)C=CC=2)OC2C(P(C3C=CC=CC=3)C3C=CC=CC=3)=CC=CC1=2.Br[C:60]1[CH:61]=[C:62]([S:66]([NH:69][CH2:70][CH2:71][N:72]([CH3:74])[CH3:73])(=[O:68])=[O:67])[CH:63]=[CH:64][CH:65]=1. (5) Given the product [F:1][C:2]1[CH:3]=[C:4]([C:29]2[C:30]([C:35]#[N:36])=[CH:31][CH:32]=[CH:33][CH:34]=2)[CH:5]=[CH:6][C:7]=1[CH2:8][C:9]1[C:10](=[O:28])[N:11]([CH:21]2[CH2:22][CH2:23][C:24]3([O:37][CH2:38][C:39]4([CH2:42][CH2:41][CH2:40]4)[CH:43]([CH3:44])[O:27]3)[CH2:25][CH2:26]2)[C:12]2[N:13]([N:18]=[CH:19][N:20]=2)[C:14]=1[CH2:15][CH2:16][CH3:17], predict the reactants needed to synthesize it. The reactants are: [F:1][C:2]1[CH:3]=[C:4]([C:29]2[C:30]([C:35]#[N:36])=[CH:31][CH:32]=[CH:33][CH:34]=2)[CH:5]=[CH:6][C:7]=1[CH2:8][C:9]1[C:10](=[O:28])[N:11]([CH:21]2[CH2:26][CH2:25][C:24](=[O:27])[CH2:23][CH2:22]2)[C:12]2[N:13]([N:18]=[CH:19][N:20]=2)[C:14]=1[CH2:15][CH2:16][CH3:17].[OH:37][CH2:38][C:39]1([CH:43](O)[CH3:44])[CH2:42][CH2:41][CH2:40]1. (6) Given the product [I:20][C:16]1[CH:15]=[C:14]([CH2:13][C@H:9]([NH:8][C:6](=[O:7])[O:5][C:1]([CH3:2])([CH3:3])[CH3:4])[C:10]([N:60]([C:59]2[CH:62]=[CH:63][C:56]([O:55][CH3:54])=[CH:57][CH:58]=2)[CH3:61])=[O:12])[CH:19]=[CH:18][CH:17]=1, predict the reactants needed to synthesize it. The reactants are: [C:1]([O:5][C:6]([NH:8][C@@H:9]([CH2:13][C:14]1[CH:19]=[CH:18][CH:17]=[C:16]([I:20])[CH:15]=1)[C:10]([OH:12])=O)=[O:7])([CH3:4])([CH3:3])[CH3:2].CN(C(ON1N=NC2C=CC=NC1=2)=[N+](C)C)C.F[P-](F)(F)(F)(F)F.CCN(C(C)C)C(C)C.[CH3:54][O:55][C:56]1[CH:63]=[CH:62][C:59]([NH:60][CH3:61])=[CH:58][CH:57]=1. (7) Given the product [CH3:26][C:13]1[C:14]([C:20]2[CH:25]=[CH:24][CH:23]=[CH:22][CH:21]=2)=[C:15]([CH3:19])[CH:16]=[C:17]([CH3:18])[C:12]=1[C:30]1[CH:31]=[CH:32][C:33]([CH3:37])=[C:34]([OH:36])[CH:35]=1, predict the reactants needed to synthesize it. The reactants are: [Mg].CC(C[Al]CC(C)C)C.Br[C:12]1[C:13]([CH3:26])=[C:14]([C:20]2[CH:25]=[CH:24][CH:23]=[CH:22][CH:21]=2)[C:15]([CH3:19])=[CH:16][C:17]=1[CH3:18].[H-].[Na+].Br[C:30]1[CH:31]=[CH:32][C:33]([CH3:37])=[C:34]([OH:36])[CH:35]=1.